This data is from Forward reaction prediction with 1.9M reactions from USPTO patents (1976-2016). The task is: Predict the product of the given reaction. (1) Given the reactants [OH:1][CH:2]([C:9]([OH:11])=[O:10])[C:3]([CH3:8])([CH3:7])[C:4]([OH:6])=O.FC(F)(F)C(OC(=O)C(F)(F)F)=O, predict the reaction product. The product is: [OH:1][CH:2]1[C:9](=[O:10])[O:11][C:4](=[O:6])[C:3]1([CH3:7])[CH3:8]. (2) The product is: [Cl:43][C:39]1[C:38]([C:44]([F:45])([F:46])[F:47])=[C:37]([CH:42]=[CH:41][CH:40]=1)[CH2:36][N:16]1[C:17](=[O:25])[C:18]([C:20]([O:22][CH2:23][CH3:24])=[O:21])=[CH:19][N:14]([C:12]2[CH:11]=[CH:10][C:9]3[N:5]([CH2:4][CH:1]4[CH2:3][CH2:2]4)[CH:6]=[N:7][C:8]=3[CH:13]=2)[C:15]1=[O:26]. Given the reactants [CH:1]1([CH2:4][N:5]2[C:9]3[CH:10]=[CH:11][C:12]([N:14]4[CH:19]=[C:18]([C:20]([O:22][CH2:23][CH3:24])=[O:21])[C:17](=[O:25])[NH:16][C:15]4=[O:26])=[CH:13][C:8]=3[N:7]=[CH:6]2)[CH2:3][CH2:2]1.C(=O)([O-])[O-].[K+].[K+].[I-].[K+].Br[CH2:36][C:37]1[CH:42]=[CH:41][CH:40]=[C:39]([Cl:43])[C:38]=1[C:44]([F:47])([F:46])[F:45], predict the reaction product. (3) Given the reactants [CH3:1][O:2][C:3]1[CH:22]=[CH:21][C:6]([CH2:7][C@@H:8]2[C:12]3=[N:13][C:14]4[CH:19]=[CH:18][CH:17]=[CH:16][C:15]=4[N:11]3[C:10](=[O:20])[NH:9]2)=[CH:5][CH:4]=1.[Cl:23][C:24]1[C:29]([Cl:30])=[CH:28][CH:27]=[CH:26][C:25]=1[CH2:31][NH2:32].C(O)(C(F)(F)F)=O, predict the reaction product. The product is: [NH:11]1[C:19]2[CH:18]=[CH:17][CH:16]=[CH:15][C:14]=2[N:13]=[C:12]1[C@H:8]([NH:9][C:10]([NH:32][CH2:31][C:25]1[CH:26]=[CH:27][CH:28]=[C:29]([Cl:30])[C:24]=1[Cl:23])=[O:20])[CH2:7][C:6]1[CH:21]=[CH:22][C:3]([O:2][CH3:1])=[CH:4][CH:5]=1. (4) Given the reactants Br[C:2]1[CH:3]=[CH:4][C:5]2[NH:6][C:7]3[C:12]([C:13]=2[CH:14]=1)=[CH:11][C:10](Br)=[CH:9][CH:8]=3.[C:16]1(B(O)O)[CH:21]=[CH:20][CH:19]=[CH:18][CH:17]=1.C([O-])([O-])=O.[K+].[K+], predict the reaction product. The product is: [C:16]1([C:2]2[CH:3]=[CH:4][C:5]3[NH:6][C:7]4[C:12]([C:13]=3[CH:14]=2)=[CH:11][C:10]([C:2]2[CH:3]=[CH:4][CH:5]=[CH:13][CH:14]=2)=[CH:9][CH:8]=4)[CH:21]=[CH:20][CH:19]=[CH:18][CH:17]=1. (5) Given the reactants [F:1][CH:2]([CH:8]([O:11][C:12](=[O:16])[C:13]([CH3:15])=[CH2:14])[CH2:9][CH3:10])[C:3]([O:5]CC)=[O:4].[OH-].C[N+](C)(C)C, predict the reaction product. The product is: [F:1][CH:2]([CH:8]([O:11][C:12](=[O:16])[C:13]([CH3:15])=[CH2:14])[CH2:9][CH3:10])[C:3]([OH:5])=[O:4].